Dataset: Reaction yield outcomes from USPTO patents with 853,638 reactions. Task: Predict the reaction yield, written as a fraction of the theoretical maximum amount of product (1.0 means a 100% yield; for example, 0.34 means a 34% yield). (1) The reactants are Br[C:2]1[S:6][C:5]([C:7]2[N:11]=[CH:10][N:9]([CH:12]3[CH2:17][CH2:16][CH2:15][CH2:14][O:13]3)[N:8]=2)=[C:4]([CH:18]([C:20]2[CH:25]=[CH:24][C:23]([Cl:26])=[CH:22][CH:21]=2)[OH:19])[CH:3]=1.[F:27][C:28]1[CH:33]=[C:32](B(O)O)[CH:31]=[CH:30][N:29]=1.C(=O)([O-])[O-].[Cs+].[Cs+].O1CCOCC1.O. The catalyst is C1C=CC([P]([Pd]([P](C2C=CC=CC=2)(C2C=CC=CC=2)C2C=CC=CC=2)([P](C2C=CC=CC=2)(C2C=CC=CC=2)C2C=CC=CC=2)[P](C2C=CC=CC=2)(C2C=CC=CC=2)C2C=CC=CC=2)(C2C=CC=CC=2)C2C=CC=CC=2)=CC=1. The product is [Cl:26][C:23]1[CH:24]=[CH:25][C:20]([CH:18]([C:4]2[CH:3]=[C:2]([C:32]3[CH:31]=[CH:30][N:29]=[C:28]([F:27])[CH:33]=3)[S:6][C:5]=2[C:7]2[N:11]=[CH:10][N:9]([CH:12]3[CH2:17][CH2:16][CH2:15][CH2:14][O:13]3)[N:8]=2)[OH:19])=[CH:21][CH:22]=1. The yield is 0.928. (2) The reactants are C1(CS(O[CH2:12][CH2:13][C@H:14]([NH:16][S:17]([CH2:20][C:21]2[CH:26]=[CH:25][CH:24]=[CH:23][CH:22]=2)(=[O:19])=[O:18])[CH3:15])(=O)=O)C=CC=CC=1.[Cl-:27].[Na+].CN(C)C=O. The catalyst is CCOC(C)=O. The product is [Cl:27][CH2:12][CH2:13][C@H:14]([NH:16][S:17]([CH2:20][C:21]1[CH:26]=[CH:25][CH:24]=[CH:23][CH:22]=1)(=[O:19])=[O:18])[CH3:15]. The yield is 0.580. (3) The reactants are [NH2:1][C:2]1[CH:7]=[C:6]([Cl:8])[CH:5]=[CH:4][C:3]=1[S:9][CH2:10][C:11]1[CH:12]=[C:13]([CH:18]=[CH:19][CH:20]=1)[C:14]([O:16][CH3:17])=[O:15].[Cl:21][C:22]1[CH:27]=[CH:26][C:25]([S:28](Cl)(=[O:30])=[O:29])=[CH:24][C:23]=1[C:32]([F:35])([F:34])[F:33]. The catalyst is N1C=CC=CC=1. The product is [Cl:8][C:6]1[CH:5]=[CH:4][C:3]([S:9][CH2:10][C:11]2[CH:12]=[C:13]([CH:18]=[CH:19][CH:20]=2)[C:14]([O:16][CH3:17])=[O:15])=[C:2]([NH:1][S:28]([C:25]2[CH:26]=[CH:27][C:22]([Cl:21])=[C:23]([C:32]([F:35])([F:33])[F:34])[CH:24]=2)(=[O:30])=[O:29])[CH:7]=1. The yield is 0.650. (4) The reactants are [NH2:1][C:2]1[CH:3]=[C:4]([NH:9]C(=O)C)[CH:5]=[CH:6][C:7]=1[CH3:8].[Cl:13][C:14]1[N:19]=[CH:18][CH:17]=[CH:16][N:15]=1.O. The catalyst is CN(C=O)C. The product is [ClH:13].[CH3:8][C:7]1[C:2]([NH:1][C:14]2[N:19]=[C:18]([C:2]3[CH:3]=[CH:4][CH:5]=[CH:6][CH:7]=3)[CH:17]=[CH:16][N:15]=2)=[CH:3][C:4]([NH2:9])=[CH:5][CH:6]=1. The yield is 0.750. (5) The reactants are [N:1]1[C:10]2[C:5](=[N:6][CH:7]=[CH:8][CH:9]=2)[C:4]([NH2:11])=[CH:3][CH:2]=1.[H-].[Na+].[C:14]1([S:20](Cl)(=[O:22])=[O:21])[CH:19]=[CH:18][CH:17]=[CH:16][CH:15]=1. The catalyst is C1COCC1. The product is [N:1]1[C:10]2[C:5](=[N:6][CH:7]=[CH:8][CH:9]=2)[C:4]([NH:11][S:20]([C:14]2[CH:19]=[CH:18][CH:17]=[CH:16][CH:15]=2)(=[O:22])=[O:21])=[CH:3][CH:2]=1. The yield is 0.300. (6) The reactants are [Cl:1][C:2]1[CH:7]=[C:6]([N+:8]([O-:10])=[O:9])[C:5]([O:11][CH3:12])=[CH:4][C:3]=1[CH2:13][C:14](OC)=[O:15].[Li+].[BH4-].[NH4+].[Cl-].CCOC(C)=O. The yield is 0.720. The catalyst is C1COCC1.O. The product is [Cl:1][C:2]1[CH:7]=[C:6]([N+:8]([O-:10])=[O:9])[C:5]([O:11][CH3:12])=[CH:4][C:3]=1[CH2:13][CH2:14][OH:15]. (7) The reactants are [NH:1]1[C:9]2[C:4](=[CH:5][CH:6]=[CH:7][CH:8]=2)[CH:3]=[CH:2]1.[C:10](OC)(=O)C(OC)=O.CC(C)([O-])C.[K+]. The catalyst is CN(C=O)C.O. The product is [CH3:10][N:1]1[C:9]2[C:4](=[CH:5][CH:6]=[CH:7][CH:8]=2)[CH:3]=[CH:2]1. The yield is 0.960. (8) The reactants are [C:1](Cl)(=[O:4])[CH:2]=[CH2:3].[CH3:6][N:7]([CH3:38])[C@@H:8]1[CH2:12][CH2:11][N:10]([C:13]2[CH:18]=[C:17]([O:19][CH3:20])[C:16]([NH:21][C:22]3[N:27]=[C:26]([C:28]4[CH:29]=[N:30][N:31]5[CH2:36][CH2:35][CH2:34][CH2:33][C:32]=45)[CH:25]=[CH:24][N:23]=3)=[CH:15][C:14]=2[NH2:37])[CH2:9]1.CC#N. The catalyst is C(Cl)Cl. The product is [CH3:38][N:7]([CH3:6])[C@@H:8]1[CH2:12][CH2:11][N:10]([C:13]2[CH:18]=[C:17]([O:19][CH3:20])[C:16]([NH:21][C:22]3[N:27]=[C:26]([C:28]4[CH:29]=[N:30][N:31]5[CH2:36][CH2:35][CH2:34][CH2:33][C:32]=45)[CH:25]=[CH:24][N:23]=3)=[CH:15][C:14]=2[NH:37][C:1](=[O:4])[CH:2]=[CH2:3])[CH2:9]1. The yield is 0.420. (9) The reactants are OC1C=CC=C[N+]=1[O-].[NH:9]1[C:13](=[O:14])[CH2:12][CH2:11][C@H:10]1[C:15]([OH:17])=O.[NH2:18][CH:19]1[CH2:24][CH2:23][N:22]([C:25]([O:27][CH2:28][C:29]2[CH:34]=[CH:33][CH:32]=[CH:31][CH:30]=2)=[O:26])[CH2:21][CH2:20]1.Cl.CN(C)CCCN=C=NCC.Cl.[C:48](O[C:48]([O:50][C:51]([CH3:54])([CH3:53])[CH3:52])=[O:49])([O:50][C:51]([CH3:54])([CH3:53])[CH3:52])=[O:49]. The catalyst is CN(C)C1C=CN=CC=1.ClCCl. The product is [C:51]([O:50][C:48]([N:9]1[C:13](=[O:14])[CH2:12][CH2:11][C@H:10]1[C:15]([NH:18][CH:19]1[CH2:20][CH2:21][N:22]([C:25]([O:27][CH2:28][C:29]2[CH:34]=[CH:33][CH:32]=[CH:31][CH:30]=2)=[O:26])[CH2:23][CH2:24]1)=[O:17])=[O:49])([CH3:54])([CH3:53])[CH3:52]. The yield is 0.820. (10) The reactants are [C:1]([O:11][CH:12]([CH3:14])[CH3:13])(=[O:10])/[CH:2]=[CH:3]/[C:4]([O:6][CH:7]([CH3:9])[CH3:8])=[O:5].[C:15]([O:25][CH:26]([CH3:28])[CH3:27])(=[O:24])[CH:16]=[CH:17][C:18]1[CH:23]=[CH:22][CH:21]=[CH:20][CH:19]=1.[C:29]([OH:33])(=[O:32])[CH:30]=[CH2:31].NC(OCC)=O.C([O-])(=O)C=C.C(OOOC(C)(C)C)(=O)C(C)(C)C. The catalyst is O1CCCC1.CO. The product is [C:4]([O:6][CH:7]([CH3:9])[CH3:8])(=[O:5])/[CH:3]=[CH:2]/[C:1]([O:11][CH:12]([CH3:14])[CH3:13])=[O:10].[C:15]([O:25][CH:26]([CH3:28])[CH3:27])(=[O:24])[CH:16]=[CH:17][C:18]1[CH:19]=[CH:20][CH:21]=[CH:22][CH:23]=1.[C:29]([O-:33])(=[O:32])[CH:30]=[CH2:31]. The yield is 0.600.